From a dataset of Catalyst prediction with 721,799 reactions and 888 catalyst types from USPTO. Predict which catalyst facilitates the given reaction. (1) Reactant: Br[C:2]1[CH:7]=[CH:6][CH:5]=[CH:4][N:3]=1.[Li]C(C)(C)C.[CH2:13]([O:20][C:21]1[CH:26]=[CH:25][C:24]([CH2:27][C:28](N(OC)C)=[O:29])=[CH:23][CH:22]=1)[C:14]1[CH:19]=[CH:18][CH:17]=[CH:16][CH:15]=1. Product: [CH2:13]([O:20][C:21]1[CH:22]=[CH:23][C:24]([CH2:27][C:28]([C:2]2[CH:7]=[CH:6][CH:5]=[CH:4][N:3]=2)=[O:29])=[CH:25][CH:26]=1)[C:14]1[CH:15]=[CH:16][CH:17]=[CH:18][CH:19]=1. The catalyst class is: 1. (2) Reactant: Cl[C:2]1[N:7]=[C:6]([O:8][CH3:9])[C:5]([N+:10]([O-:12])=[O:11])=[C:4]([O:13][CH3:14])[N:3]=1.C(N(CC)CC)C.[C:22]([O:26][C:27]([N:29]1[CH2:35][CH2:34][CH2:33][NH:32][CH2:31][CH2:30]1)=[O:28])([CH3:25])([CH3:24])[CH3:23]. Product: [C:22]([O:26][C:27]([N:29]1[CH2:35][CH2:34][CH2:33][N:32]([C:2]2[N:7]=[C:6]([O:8][CH3:9])[C:5]([N+:10]([O-:12])=[O:11])=[C:4]([O:13][CH3:14])[N:3]=2)[CH2:31][CH2:30]1)=[O:28])([CH3:25])([CH3:23])[CH3:24]. The catalyst class is: 8. (3) Reactant: C([O-])(=O)C.[NH4+:5].C(O[C:9](=[O:13])[CH2:10][C:11]#[N:12])C.[CH3:14][C:15]([CH3:20])([CH3:19])[C:16](=O)[CH3:17].[CH3:21][C:22]1[CH:29]=[CH:28][C:25]([CH:26]=O)=[CH:24][CH:23]=1. Product: [C:15]([C:16]1[NH:5][C:9](=[O:13])[C:10]([C:11]#[N:12])=[C:21]([C:22]2[CH:29]=[CH:28][C:25]([CH3:26])=[CH:24][CH:23]=2)[CH:17]=1)([CH3:20])([CH3:19])[CH3:14]. The catalyst class is: 8. (4) Reactant: [OH-].[Na+].[O:3]=[C:4]([C:8]1[C:9]2[C:10](=[N:22][O:23][C:24]=2[C:25]2[CH:30]=[CH:29][CH:28]=[CH:27][CH:26]=2)[C:11](=[O:21])[N:12]([C:14]2[CH:19]=[CH:18][C:17]([CH3:20])=[CH:16][CH:15]=2)[N:13]=1)[C:5]([O-:7])=[O:6]. Product: [O:3]=[C:4]([C:8]1[C:9]2[C:10](=[N:22][O:23][C:24]=2[C:25]2[CH:30]=[CH:29][CH:28]=[CH:27][CH:26]=2)[C:11](=[O:21])[N:12]([C:14]2[CH:15]=[CH:16][C:17]([CH3:20])=[CH:18][CH:19]=2)[N:13]=1)[C:5]([OH:7])=[O:6]. The catalyst class is: 90. (5) Reactant: [H-].COCCO[Al+]OCCOC.[Na+].[H-].[CH2:15]([NH:22][C:23]([CH:25]1[CH2:34][C:33](=O)[C:32]2[C:27](=[CH:28][C:29]([OH:36])=[CH:30][CH:31]=2)[O:26]1)=O)[C:16]1[CH:21]=[CH:20][CH:19]=[CH:18][CH:17]=1. Product: [CH2:15]([N:22]1[CH:33]2[CH2:34][CH:25]([O:26][C:27]3[CH:28]=[C:29]([OH:36])[CH:30]=[CH:31][C:32]=32)[CH2:23]1)[C:16]1[CH:21]=[CH:20][CH:19]=[CH:18][CH:17]=1. The catalyst class is: 1. (6) Reactant: [F:1][C:2]1[CH:3]=[CH:4][C:5]([O:19][CH3:20])=[C:6]([C:8]([CH3:18])([CH3:17])[CH2:9][C:10]2([C:13]([F:16])([F:15])[F:14])[CH2:12][O:11]2)[CH:7]=1.[NH2:21][C:22]1[CH:31]=[CH:30][CH:29]=[C:28]2[C:23]=1[CH:24]=[CH:25][CH:26]=[N:27]2. Product: [N:27]1[C:28]2[C:23](=[C:22]([NH:21][CH2:12][C:10]([C:13]([F:16])([F:15])[F:14])([OH:11])[CH2:9][C:8]([C:6]3[CH:7]=[C:2]([F:1])[CH:3]=[CH:4][C:5]=3[O:19][CH3:20])([CH3:18])[CH3:17])[CH:31]=[CH:30][CH:29]=2)[CH:24]=[CH:25][CH:26]=1. The catalyst class is: 195.